From a dataset of Forward reaction prediction with 1.9M reactions from USPTO patents (1976-2016). Predict the product of the given reaction. (1) The product is: [F:51][C:45]1[C:46]([F:50])=[CH:47][CH:48]=[CH:49][C:44]=1[NH:43][C:41](=[O:42])[CH2:40][C:38]1[NH:37][N:36]=[C:35]([NH:34][C:28]2[C:27]3[C:32](=[CH:33][C:24]([O:23][CH2:22][CH2:21][CH2:20][N:16]4[CH2:17][CH2:18][CH2:19][C@@H:15]4[CH2:14][OH:13])=[CH:25][CH:26]=3)[N:31]=[CH:30][N:29]=2)[CH:39]=1. Given the reactants P([O:13][CH2:14][C@H:15]1[CH2:19][CH2:18][CH2:17][N:16]1[CH2:20][CH2:21][CH2:22][O:23][C:24]1[CH:33]=[C:32]2[C:27]([C:28]([NH:34][C:35]3[CH:39]=[C:38]([CH2:40][C:41]([NH:43][C:44]4[CH:49]=[CH:48][CH:47]=[C:46]([F:50])[C:45]=4[F:51])=[O:42])[NH:37][N:36]=3)=[N:29][CH:30]=[N:31]2)=[CH:26][CH:25]=1)(OC(C)(C)C)(OC(C)(C)C)=O.N1CCC[C@@H]1CO, predict the reaction product. (2) Given the reactants Cl.[F:2][C:3]([F:8])([F:7])[CH2:4][O:5][NH2:6].[C:9]([CH:12]1[CH2:15][N:14]([C:16](=[O:30])/[CH:17]=[CH:18]/[C:19]2[CH:20]=[C:21]3[C:26](=[N:27][CH:28]=2)[NH:25][C:24](=[O:29])[CH2:23][CH2:22]3)[CH2:13]1)(=O)[CH3:10], predict the reaction product. The product is: [O:30]=[C:16]([N:14]1[CH2:15][CH:12](/[C:9](=[N:6]\[O:5][CH2:4][C:3]([F:8])([F:7])[F:2])/[CH3:10])[CH2:13]1)/[CH:17]=[CH:18]/[C:19]1[CH:20]=[C:21]2[C:26](=[N:27][CH:28]=1)[NH:25][C:24](=[O:29])[CH2:23][CH2:22]2.